Task: Predict the reactants needed to synthesize the given product.. Dataset: Full USPTO retrosynthesis dataset with 1.9M reactions from patents (1976-2016) (1) Given the product [OH:16][C:17]1[CH:22]=[C:21]([CH3:23])[N:2]([CH2:3][C:4]2[CH:5]=[CH:6][C:7]([S:10]([NH2:13])(=[O:11])=[O:12])=[CH:8][CH:9]=2)[C:19](=[O:20])[CH:18]=1, predict the reactants needed to synthesize it. The reactants are: Cl.[NH2:2][CH2:3][C:4]1[CH:9]=[CH:8][C:7]([S:10]([NH2:13])(=[O:12])=[O:11])=[CH:6][CH:5]=1.[OH-].[Na+].[OH:16][C:17]1[CH:22]=[C:21]([CH3:23])[O:20][C:19](=O)[CH:18]=1. (2) Given the product [CH3:24][C:21]1[CH:22]=[CH:23][C:17]2[O:16][C:15]([CH:14]=[C:11]3[CH2:12][CH2:13][NH:8][CH2:9][CH2:10]3)=[CH:19][C:18]=2[CH:20]=1, predict the reactants needed to synthesize it. The reactants are: C(OC([N:8]1[CH2:13][CH2:12][C:11](=[CH:14][C:15]2[O:16][C:17]3[CH:23]=[CH:22][C:21]([CH3:24])=[CH:20][C:18]=3[CH:19]=2)[CH2:10][CH2:9]1)=O)(C)(C)C.FC(F)(F)C(O)=O.